From a dataset of Forward reaction prediction with 1.9M reactions from USPTO patents (1976-2016). Predict the product of the given reaction. (1) Given the reactants I[C:2]1[CH:7]=[CH:6][C:5]([O:8][CH2:9][O:10][CH3:11])=[CH:4][CH:3]=1.[C:12]([O:16][CH2:17][CH3:18])(=[O:15])[C:13]#[CH:14].O, predict the reaction product. The product is: [CH3:11][O:10][CH2:9][O:8][C:5]1[CH:6]=[CH:7][C:2]([C:14]#[C:13][C:12]([O:16][CH2:17][CH3:18])=[O:15])=[CH:3][CH:4]=1. (2) Given the reactants [F:1][C:2]1[CH:7]=[CH:6][C:5]([CH2:8][C:9]2[CH:18]=[C:17]3[C:12]([C:13]([OH:25])=[C:14]([C:20](OCC)=[O:21])[C:15](=[O:19])[NH:16]3)=[N:11][CH:10]=2)=[CH:4][CH:3]=1.[NH2:26][CH2:27][CH2:28][C:29]1[CH:34]=[CH:33][CH:32]=[CH:31][N:30]=1, predict the reaction product. The product is: [F:1][C:2]1[CH:3]=[CH:4][C:5]([CH2:8][C:9]2[CH:18]=[C:17]3[C:12]([C:13]([OH:25])=[C:14]([C:20]([NH:26][CH2:27][CH2:28][C:29]4[CH:34]=[CH:33][CH:32]=[CH:31][N:30]=4)=[O:21])[C:15](=[O:19])[NH:16]3)=[N:11][CH:10]=2)=[CH:6][CH:7]=1. (3) The product is: [CH3:1][O:2][C:3](=[O:20])[C:4](=[CH:9][C:10]1[C:15]([F:16])=[CH:14][CH:13]=[C:12]([F:17])[C:11]=1[F:18])[C:5]([O:7][CH3:8])=[O:6]. Given the reactants [CH3:1][O:2][C:3](=[O:20])[CH:4]([CH:9](O)[C:10]1[C:15]([F:16])=[CH:14][CH:13]=[C:12]([F:17])[C:11]=1[F:18])[C:5]([O:7][CH3:8])=[O:6].CCN(CC)CC.CS(Cl)(=O)=O, predict the reaction product. (4) Given the reactants Br[C:2]1[CH:3]=[C:4]([N:11]2[CH2:16][CH2:15][O:14][CH2:13][CH2:12]2)[C:5]([N:8]([CH3:10])[CH3:9])=[N:6][CH:7]=1.[CH3:17][C:18]1[N:23]=[CH:22][C:21]([NH2:24])=[CH:20][C:19]=1B1OC(C)(C)C(C)(C)O1, predict the reaction product. The product is: [CH3:9][N:8]([CH3:10])[C:5]1[N:6]=[CH:7][C:2]([C:19]2[C:18]([CH3:17])=[N:23][CH:22]=[C:21]([NH2:24])[CH:20]=2)=[CH:3][C:4]=1[N:11]1[CH2:16][CH2:15][O:14][CH2:13][CH2:12]1. (5) Given the reactants [Cl:1][C:2]1[N:3]=[C:4]([NH:9][CH2:10][C:11]2[CH:16]=[CH:15][C:14]([Cl:17])=[CH:13][CH:12]=2)[S:5][C:6]=1[CH:7]=[O:8].C(N(CC)C(C)C)(C)C.[C:27]([O:31][C:32](O[C:32]([O:31][C:27]([CH3:30])([CH3:29])[CH3:28])=[O:33])=[O:33])([CH3:30])([CH3:29])[CH3:28].O, predict the reaction product. The product is: [C:27]([O:31][C:32](=[O:33])[N:9]([CH2:10][C:11]1[CH:16]=[CH:15][C:14]([Cl:17])=[CH:13][CH:12]=1)[C:4]1[S:5][C:6]([CH:7]=[O:8])=[C:2]([Cl:1])[N:3]=1)([CH3:30])([CH3:29])[CH3:28]. (6) Given the reactants [C:1]1([N:7]2[C:19]3[CH:18]=[CH:17][C:16](B(O)O)=[CH:15][C:14]=3[C:13]3[C:8]2=[CH:9][CH:10]=[CH:11][CH:12]=3)[CH:6]=[CH:5][CH:4]=[CH:3][CH:2]=1.Br[C:24]1[N:29]=[CH:28][C:27]([C:30]2[CH:31]=[N:32][C:33](Br)=[CH:34][CH:35]=2)=[CH:26][CH:25]=1.C([O-])([O-])=O.[Na+].[Na+].O, predict the reaction product. The product is: [C:1]1([N:7]2[C:19]3[CH:18]=[CH:17][C:16]([C:24]4[N:29]=[CH:28][C:27]([C:30]5[CH:31]=[N:32][C:33]([C:16]6[CH:17]=[CH:18][C:19]7[N:7]([C:1]8[CH:6]=[CH:5][CH:4]=[CH:3][CH:2]=8)[C:8]8[C:13]([C:14]=7[CH:15]=6)=[CH:12][CH:11]=[CH:10][CH:9]=8)=[CH:34][CH:35]=5)=[CH:26][CH:25]=4)=[CH:15][C:14]=3[C:13]3[C:8]2=[CH:9][CH:10]=[CH:11][CH:12]=3)[CH:6]=[CH:5][CH:4]=[CH:3][CH:2]=1.